This data is from Reaction yield outcomes from USPTO patents with 853,638 reactions. The task is: Predict the reaction yield, written as a fraction of the theoretical maximum amount of product (1.0 means a 100% yield; for example, 0.34 means a 34% yield). (1) The reactants are [NH2:1][C:2]1[N:3]=[C:4]2[CH:9]=[CH:8][C:7]([O:10][C:11]3[CH:12]=[C:13]([NH:17][C:18]([C:20]4[C:25]([CH3:26])=[CH:24][CH:23]=[CH:22][N:21]=4)=[O:19])[CH:14]=[CH:15][CH:16]=3)=[CH:6][N:5]2[CH:27]=1.[Cl:28][C:29]1[N:34]=[C:33](Cl)[CH:32]=[CH:31][N:30]=1.CN(C)C(=O)C. The catalyst is C(=O)([O-])O.[Na+]. The product is [Cl:28][C:29]1[N:34]=[C:33]([NH:1][C:2]2[N:3]=[C:4]3[CH:9]=[CH:8][C:7]([O:10][C:11]4[CH:12]=[C:13]([NH:17][C:18]([C:20]5[C:25]([CH3:26])=[CH:24][CH:23]=[CH:22][N:21]=5)=[O:19])[CH:14]=[CH:15][CH:16]=4)=[CH:6][N:5]3[CH:27]=2)[CH:32]=[CH:31][N:30]=1. The yield is 0.200. (2) The reactants are FC(F)(F)C1C=C(NNC(=O)C(C2C=CC3N(C=CN=3)C=2)N2CCN(C)CC2)C=C(C(F)(F)F)C=1.[F:36][C:37]([F:68])([F:67])[C:38]1[CH:39]=[C:40]([NH:48][NH:49][C:50](=[O:66])[CH:51]([C:59]2[CH:64]=[CH:63][CH:62]=[CH:61][C:60]=2[Cl:65])[N:52]2[CH2:57][CH2:56][N:55]([CH3:58])[CH2:54][CH2:53]2)[CH:41]=[C:42]([C:44]([F:47])([F:46])[F:45])[CH:43]=1.Cl.CCCCC. The catalyst is CCOCC. The product is [ClH:65].[F:68][C:37]([F:36])([F:67])[C:38]1[CH:39]=[C:40]([NH:48][NH:49][C:50](=[O:66])[CH:51]([C:59]2[CH:64]=[CH:63][CH:62]=[CH:61][C:60]=2[Cl:65])[N:52]2[CH2:53][CH2:54][N:55]([CH3:58])[CH2:56][CH2:57]2)[CH:41]=[C:42]([C:44]([F:45])([F:47])[F:46])[CH:43]=1. The yield is 0.870. (3) The reactants are [NH2:1][C:2]1[N:7]=[CH:6][N:5]=[C:4]2[N:8]([CH2:12][C:13]3[O:14][C:15]4[C:20]([C:21](=[O:29])[C:22]=3[C:23]3[CH:28]=[CH:27][CH:26]=[CH:25][CH:24]=3)=[CH:19][CH:18]=[CH:17][CH:16]=4)[N:9]=[C:10](I)[C:3]=12.[N:30]1[CH:35]=[CH:34][CH:33]=[C:32](B(O)O)[CH:31]=1.C(=O)([O-])[O-].[Na+].[Na+].ClCCl. The catalyst is CN(C=O)C.C(O)C.O. The product is [NH2:1][C:2]1[N:7]=[CH:6][N:5]=[C:4]2[N:8]([CH2:12][C:13]3[O:14][C:15]4[C:20]([C:21](=[O:29])[C:22]=3[C:23]3[CH:28]=[CH:27][CH:26]=[CH:25][CH:24]=3)=[CH:19][CH:18]=[CH:17][CH:16]=4)[N:9]=[C:10]([C:32]3[CH:31]=[N:30][CH:35]=[CH:34][CH:33]=3)[C:3]=12. The yield is 0.130. (4) The reactants are [Na].[H-].[Na+].[Br-].[CH2:5]([O:12][C:13]1[CH:38]=[CH:37][C:16]([CH2:17][P+](C2C=CC=CC=2)(C2C=CC=CC=2)C2C=CC=CC=2)=[CH:15][CH:14]=1)[C:6]1[CH:11]=[CH:10][CH:9]=[CH:8][CH:7]=1.[CH2:39]1[O:49][C:42]2([CH2:47][CH2:46][C:45](=O)[CH2:44][CH2:43]2)[O:41][CH2:40]1. The catalyst is CS(C)=O. The product is [CH2:5]([O:12][C:13]1[CH:14]=[CH:15][C:16]([CH:17]=[C:45]2[CH2:46][CH2:47][C:42]3([O:49][CH2:39][CH2:40][O:41]3)[CH2:43][CH2:44]2)=[CH:37][CH:38]=1)[C:6]1[CH:7]=[CH:8][CH:9]=[CH:10][CH:11]=1. The yield is 0.447. (5) The reactants are [C:1]([O:5][C:6](=[O:19])[NH:7][CH2:8][CH2:9][C:10]1[C:18]2[C:13](=[CH:14][CH:15]=[CH:16][CH:17]=2)[NH:12][CH:11]=1)([CH3:4])([CH3:3])[CH3:2].[H-].[Na+].I[CH3:23]. The yield is 0.800. The product is [C:1]([O:5][C:6](=[O:19])[NH:7][CH2:8][CH2:9][C:10]1[C:18]2[C:13](=[CH:14][CH:15]=[CH:16][CH:17]=2)[N:12]([CH3:23])[CH:11]=1)([CH3:4])([CH3:2])[CH3:3]. The catalyst is C1COCC1. (6) The yield is 0.750. The catalyst is CN(C)C=O. The reactants are [Cl:1][C:2]1[C:3]([C:11]([O:13][CH2:14][CH3:15])=[O:12])=[N:4][CH:5]=[C:6]([CH:10]=1)[C:7]([OH:9])=O.[F:16][C:17]1[CH:29]=[CH:28][C:20]([CH2:21][N:22]2[CH2:27][CH2:26][NH:25][CH2:24][CH2:23]2)=[CH:19][CH:18]=1.C(N(CC)CC)C.CN(C(ON1N=NC2C=CC=NC1=2)=[N+](C)C)C.F[P-](F)(F)(F)(F)F. The product is [Cl:1][C:2]1[C:3]([C:11]([O:13][CH2:14][CH3:15])=[O:12])=[N:4][CH:5]=[C:6]([C:7]([N:25]2[CH2:24][CH2:23][N:22]([CH2:21][C:20]3[CH:28]=[CH:29][C:17]([F:16])=[CH:18][CH:19]=3)[CH2:27][CH2:26]2)=[O:9])[CH:10]=1.